From a dataset of Full USPTO retrosynthesis dataset with 1.9M reactions from patents (1976-2016). Predict the reactants needed to synthesize the given product. (1) Given the product [NH2:15][C:16]1[CH:21]=[CH:20][C:19]([CH2:22][C:23]([NH2:25])=[O:24])=[C:18]([N+:26]([O-:28])=[O:27])[CH:17]=1, predict the reactants needed to synthesize it. The reactants are: FC(F)(F)C(O)=O.C(OC([NH:15][C:16]1[CH:21]=[CH:20][C:19]([CH2:22][C:23]([NH2:25])=[O:24])=[C:18]([N+:26]([O-:28])=[O:27])[CH:17]=1)=O)(C)(C)C.C(=O)([O-])[O-].[Na+].[Na+]. (2) Given the product [Cl:25][C:23]1[CH:22]=[CH:21][C:20]2[NH:26][C:27](=[O:28])[O:8][C@:9]([C:14]#[C:15][CH:16]3[CH2:18][CH2:17]3)([C:10]([F:13])([F:12])[F:11])[C:19]=2[CH:24]=1, predict the reactants needed to synthesize it. The reactants are: C([O-])([O-])=O.[K+].[K+].C(=O)(OC(Cl)C)[O:8][C@:9]([C:19]1[CH:24]=[C:23]([Cl:25])[CH:22]=[CH:21][C:20]=1[NH:26][C:27]([C@@]12C(C)(C)[C@@](C)(CC1)C(=O)O2)=[O:28])([C:14]#[C:15][CH:16]1[CH2:18][CH2:17]1)[C:10]([F:13])([F:12])[F:11].C(OC)(C)(C)C.O. (3) Given the product [C:1]([O:5][C:6]([NH:8][CH:9]([C:13]1[CH:18]=[CH:17][CH:16]=[C:15]([F:19])[CH:14]=1)[C:10]([O:12][C@@H:47]1[CH:48]2[CH2:51][CH2:52][N:45]([CH2:50][CH2:49]2)[CH2:46]1)=[O:11])=[O:7])([CH3:4])([CH3:2])[CH3:3], predict the reactants needed to synthesize it. The reactants are: [C:1]([O:5][C:6]([NH:8][CH:9]([C:13]1[CH:18]=[CH:17][CH:16]=[C:15]([F:19])[CH:14]=1)[C:10]([OH:12])=[O:11])=[O:7])([CH3:4])([CH3:3])[CH3:2].C(=NC1CCCCC1)=NC1CCCCC1.N1(O)C2C=CC=CC=2N=N1.[N:45]12[CH2:52][CH2:51][CH:48]([CH2:49][CH2:50]1)[C@@H:47](O)[CH2:46]2. (4) Given the product [NH2:15][C:16]1[N:17]([CH2:34][C:35]2[CH:43]=[CH:42][C:38]3[O:39][CH2:40][O:41][C:37]=3[CH:36]=2)[C:18](=[O:33])[C:19]2[C:24]([C:25]=1[C:26]1[CH:27]=[CH:28][CH:29]=[CH:30][CH:31]=1)=[CH:23][C:22]([Br:32])=[CH:21][CH:20]=2, predict the reactants needed to synthesize it. The reactants are: Br.C(O)(=O)C.C(OC(=O)[NH:15][C:16]1[N:17]([CH2:34][C:35]2[CH:43]=[CH:42][C:38]3[O:39][CH2:40][O:41][C:37]=3[CH:36]=2)[C:18](=[O:33])[C:19]2[C:24]([C:25]=1[C:26]1[CH:31]=[CH:30][CH:29]=[CH:28][CH:27]=1)=[CH:23][C:22]([Br:32])=[CH:21][CH:20]=2)C1C=CC=CC=1. (5) Given the product [C:18]1([CH:7]([C:1]2[CH:2]=[CH:3][CH:4]=[CH:5][CH:6]=2)[NH:8][C:9]([N:32]2[CH2:33][CH2:34][C:24](=[C:25]([C:26]3[CH:27]=[CH:20][CH:19]=[CH:18][CH:7]=3)[C:1]3[CH:6]=[CH:5][CH:4]=[CH:3][CH:2]=3)[CH2:30][CH2:31]2)=[O:11])[CH:19]=[CH:20][CH:21]=[CH:22][CH:23]=1, predict the reactants needed to synthesize it. The reactants are: [C:1]1([CH:7]([C:18]2[CH:23]=[CH:22][CH:21]=[CH:20][CH:19]=2)[N:8](C2C=CC=CC=2)[C:9](=[O:11])[O-])[CH:6]=[CH:5][CH:4]=[CH:3][CH:2]=1.[CH2:24]1[CH2:34][CH2:33][N:32]2[C:27](=NC[CH2:30][CH2:31]2)[CH2:26][CH2:25]1. (6) Given the product [CH3:1][CH:2]1[N:7]2[C:8]3[N:14]=[C:13]([C:15]([NH:25][C:23]4[CH:22]=[N:27][CH:20]=[CH:19][CH:24]=4)=[O:17])[CH:12]=[CH:11][C:9]=3[CH:10]=[C:6]2[C:5](=[O:18])[NH:4][CH2:3]1, predict the reactants needed to synthesize it. The reactants are: [CH3:1][C@H:2]1[N:7]2[C:8]3[N:14]=[C:13]([C:15]([OH:17])=O)[CH:12]=[CH:11][C:9]=3[CH:10]=[C:6]2[C:5](=[O:18])[NH:4][CH2:3]1.[CH:19]1[CH:20]=C[C:22]2[N:27](O)N=[N:25][C:23]=2[CH:24]=1.Cl.C(N=C=NCCCN(C)C)C.NC1C=NC=CC=1.